Regression. Given a peptide amino acid sequence and an MHC pseudo amino acid sequence, predict their binding affinity value. This is MHC class II binding data. From a dataset of Peptide-MHC class II binding affinity with 134,281 pairs from IEDB. The peptide sequence is TVLFGVSRSMGIGSQ. The MHC is HLA-DPA10301-DPB10402 with pseudo-sequence HLA-DPA10301-DPB10402. The binding affinity (normalized) is 0.565.